Dataset: Forward reaction prediction with 1.9M reactions from USPTO patents (1976-2016). Task: Predict the product of the given reaction. (1) Given the reactants [CH:1]1[C:10]2[C:5](=[CH:6][CH:7]=[CH:8][CH:9]=2)[CH:4]=[CH:3][N:2]=1.[N+:11]([O-])([O-:13])=[O:12].[K+].C(OCC)(=O)C.[NH4+].[OH-], predict the reaction product. The product is: [N+:11]([C:6]1[CH:7]=[CH:8][CH:9]=[C:10]2[C:5]=1[CH:4]=[CH:3][N:2]=[CH:1]2)([O-:13])=[O:12]. (2) Given the reactants [O:1]=[C:2]1[CH2:7][CH2:6][N:5]([C:8]2[CH:16]=[CH:15][C:11]([C:12]([OH:14])=O)=[CH:10][CH:9]=2)[CH2:4][CH2:3]1.Cl.[CH3:18][O:19][C:20](=[O:27])[C@H:21]([CH2:23][CH:24]([CH3:26])[CH3:25])[NH2:22], predict the reaction product. The product is: [CH3:18][O:19][C:20](=[O:27])[C@@H:21]([NH:22][C:12](=[O:14])[C:11]1[CH:10]=[CH:9][C:8]([N:5]2[CH2:4][CH2:3][C:2](=[O:1])[CH2:7][CH2:6]2)=[CH:16][CH:15]=1)[CH2:23][CH:24]([CH3:26])[CH3:25]. (3) Given the reactants OC(C(F)(F)F)=O.[CH3:8][C:9]([Si:12]([CH3:27])([CH3:26])[O:13][C@H:14]1[C@@H:19]([N:20]2[CH2:24][CH2:23][CH2:22][C:21]2=[O:25])[CH2:18][CH2:17][NH:16][CH2:15]1)([CH3:11])[CH3:10].CCN(C(C)C)C(C)C.[Br:37][C:38]1[CH:39]=[C:40]([C:51]([F:54])([F:53])[F:52])[C:41]2[N:42]([C:44]([Cl:50])=[C:45]([C:47](O)=[O:48])[N:46]=2)[CH:43]=1.CN(C(ON1N=NC2C=CC=NC1=2)=[N+](C)C)C.F[P-](F)(F)(F)(F)F, predict the reaction product. The product is: [Br:37][C:38]1[CH:39]=[C:40]([C:51]([F:53])([F:54])[F:52])[C:41]2[N:42]([C:44]([Cl:50])=[C:45]([C:47]([N:16]3[CH2:17][CH2:18][C@H:19]([N:20]4[CH2:24][CH2:23][CH2:22][C:21]4=[O:25])[C@H:14]([O:13][Si:12]([C:9]([CH3:8])([CH3:10])[CH3:11])([CH3:27])[CH3:26])[CH2:15]3)=[O:48])[N:46]=2)[CH:43]=1. (4) Given the reactants [F:1][C:2]1[CH:7]=[C:6]([F:8])[CH:5]=[CH:4][C:3]=1[N:9]1[C:13]2=[N:14][C:15]([CH3:39])=[N:16][C:17]([NH:18][CH2:19][C:20]([OH:38])([CH2:25][C:26]([C:29]3[CH:34]=[C:33]([F:35])[CH:32]=[CH:31][C:30]=3[O:36]C)([CH3:28])[CH3:27])[C:21]([F:24])([F:23])[F:22])=[C:12]2[CH:11]=[N:10]1.C(=O)=O.CC(C)=O.B(Br)(Br)Br, predict the reaction product. The product is: [F:1][C:2]1[CH:7]=[C:6]([F:8])[CH:5]=[CH:4][C:3]=1[N:9]1[C:13]2=[N:14][C:15]([CH3:39])=[N:16][C:17]([NH:18][CH2:19][C:20]([OH:38])([C:21]([F:23])([F:24])[F:22])[CH2:25][C:26]([C:29]3[CH:34]=[C:33]([F:35])[CH:32]=[CH:31][C:30]=3[OH:36])([CH3:28])[CH3:27])=[C:12]2[CH:11]=[N:10]1. (5) Given the reactants [C:1]([N:4]1[C:12]2[C:7](=[CH:8][C:9]([C:13]#[N:14])=[CH:10][CH:11]=2)[CH:6]=[N:5]1)(=[O:3])[CH3:2].CCN(CC)CC.C1COCC1.[SH2:27], predict the reaction product. The product is: [C:1]([N:4]1[C:12]2[C:7](=[CH:8][C:9]([C:13](=[S:27])[NH2:14])=[CH:10][CH:11]=2)[CH:6]=[N:5]1)(=[O:3])[CH3:2]. (6) Given the reactants [O:1]1[C:5]2[CH:6]=[CH:7][C:8]([CH2:10][N:11](C(OC(C)(C)C)=O)[CH2:12][CH2:13][CH2:14][N:15]([CH2:26][C:27]([OH:29])=O)[C:16]3[S:20][N:19]=[C:18]([N:21]4[CH:25]=[CH:24][N:23]=[CH:22]4)[N:17]=3)=[CH:9][C:4]=2[O:3][CH2:2]1.[NH:37]([CH3:39])[CH3:38], predict the reaction product. The product is: [O:1]1[C:5]2[CH:6]=[CH:7][C:8]([CH2:10][NH:11][CH2:12][CH2:13][CH2:14][N:15]([C:16]3[S:20][N:19]=[C:18]([N:21]4[CH:25]=[CH:24][N:23]=[CH:22]4)[N:17]=3)[CH2:26][C:27]([N:37]([CH3:39])[CH3:38])=[O:29])=[CH:9][C:4]=2[O:3][CH2:2]1.